Dataset: CYP1A2 inhibition data for predicting drug metabolism from PubChem BioAssay. Task: Regression/Classification. Given a drug SMILES string, predict its absorption, distribution, metabolism, or excretion properties. Task type varies by dataset: regression for continuous measurements (e.g., permeability, clearance, half-life) or binary classification for categorical outcomes (e.g., BBB penetration, CYP inhibition). Dataset: cyp1a2_veith. (1) The result is 0 (non-inhibitor). The drug is CCCOc1ccc(C(=O)NNC(=S)NC(=O)CC)cc1. (2) The molecule is O=C(NCC1COc2ccccc2O1)C1CCN(S(=O)(=O)c2cccc3nsnc23)CC1. The result is 0 (non-inhibitor). (3) The compound is CCOc1ccc(-c2nn(-c3ccccc3)cc2/C=C(\C#N)S(=O)(=O)c2ccccc2)cc1C. The result is 1 (inhibitor). (4) The molecule is CC(C)CCC1(CCN)C(=O)NC(=O)NC1=O. The result is 0 (non-inhibitor). (5) The drug is I.OCCNC1=NCCN1. The result is 0 (non-inhibitor). (6) The compound is CN(C)CCNc1ncnc2c1sc1nc(N3CCOCC3)c3c(c12)CC(C)(C)SC3. The result is 0 (non-inhibitor). (7) The compound is Cc1nc2ncnn2c(C)c1CCC(=O)NCc1ccco1. The result is 0 (non-inhibitor).